Dataset: Full USPTO retrosynthesis dataset with 1.9M reactions from patents (1976-2016). Task: Predict the reactants needed to synthesize the given product. (1) Given the product [CH2:1]([O:3][C:4](=[O:28])[CH2:5][C:6]1[CH:11]=[CH:10][C:9]([O:12][CH3:13])=[C:8]([O:14][C:15]2[CH:20]=[CH:19][C:18]([NH:21][C:32](=[O:33])[C:31]3[CH:35]=[CH:36][C:37]([Cl:39])=[CH:38][C:30]=3[Cl:29])=[CH:17][C:16]=2[CH2:22][S:23][C:24]([CH3:27])([CH3:26])[CH3:25])[CH:7]=1)[CH3:2], predict the reactants needed to synthesize it. The reactants are: [CH2:1]([O:3][C:4](=[O:28])[CH2:5][C:6]1[CH:11]=[CH:10][C:9]([O:12][CH3:13])=[C:8]([O:14][C:15]2[CH:20]=[CH:19][C:18]([NH2:21])=[CH:17][C:16]=2[CH2:22][S:23][C:24]([CH3:27])([CH3:26])[CH3:25])[CH:7]=1)[CH3:2].[Cl:29][C:30]1[CH:38]=[C:37]([Cl:39])[CH:36]=[CH:35][C:31]=1[C:32](Cl)=[O:33]. (2) Given the product [CH3:35][O:36][C:37]1[CH:44]=[CH:13][C:8]([CH2:7][N:5]2[CH2:6][C@@H:2]([CH3:1])[C@H:3]([C:15]3[NH:16][C:17](=[O:30])[C:18]4[CH:23]=[N:22][N:21]([CH:24]5[CH2:29][CH2:28][O:27][CH2:26][CH2:25]5)[C:19]=4[N:20]=3)[CH2:4]2)=[CH:9][CH:38]=1, predict the reactants needed to synthesize it. The reactants are: [CH3:1][C@@H:2]1[CH2:6][N:5]([CH2:7][C:8]2[CH:9]=NC(C)=N[CH:13]=2)[CH2:4][C@H:3]1[C:15]1[NH:16][C:17](=[O:30])[C:18]2[CH:23]=[N:22][N:21]([CH:24]3[CH2:29][CH2:28][O:27][CH2:26][CH2:25]3)[C:19]=2[N:20]=1.C([BH3-])#N.[Na+].[CH3:35][O:36][C:37]1[CH:44]=CC(C=O)=C[CH:38]=1.